The task is: Regression. Given a peptide amino acid sequence and an MHC pseudo amino acid sequence, predict their binding affinity value. This is MHC class I binding data.. This data is from Peptide-MHC class I binding affinity with 185,985 pairs from IEDB/IMGT. (1) The peptide sequence is ERLTARGLL. The MHC is HLA-B27:05 with pseudo-sequence HLA-B27:05. The binding affinity (normalized) is 0.356. (2) The peptide sequence is TTGEWPLII. The MHC is HLA-A02:02 with pseudo-sequence HLA-A02:02. The binding affinity (normalized) is 0. (3) The peptide sequence is EVIPYTPAM. The binding affinity (normalized) is 0.0847. The MHC is HLA-A30:01 with pseudo-sequence HLA-A30:01. (4) The binding affinity (normalized) is 0.262. The peptide sequence is GYAFEHIVY. The MHC is HLA-A01:01 with pseudo-sequence HLA-A01:01.